This data is from Peptide-MHC class II binding affinity with 134,281 pairs from IEDB. The task is: Regression. Given a peptide amino acid sequence and an MHC pseudo amino acid sequence, predict their binding affinity value. This is MHC class II binding data. (1) The MHC is HLA-DQA10101-DQB10501 with pseudo-sequence HLA-DQA10101-DQB10501. The peptide sequence is QLVMKANNSVIMNGA. The binding affinity (normalized) is 0.00625. (2) The peptide sequence is FKVAATAAATAPADD. The MHC is HLA-DPA10103-DPB10301 with pseudo-sequence HLA-DPA10103-DPB10301. The binding affinity (normalized) is 0.526.